Dataset: Forward reaction prediction with 1.9M reactions from USPTO patents (1976-2016). Task: Predict the product of the given reaction. (1) Given the reactants C(N(CC)CC)C.[CH2:8]([OH:16])[CH2:9][CH2:10][CH2:11][CH2:12][CH2:13][CH2:14][CH3:15].[C:17](OC=C)(=[O:19])[CH3:18].C(OCCCCCCCC)=C, predict the reaction product. The product is: [C:17]([O:16][CH2:8][CH2:9][CH2:10][CH2:11][CH2:12][CH2:13][CH2:14][CH3:15])(=[O:19])[CH3:18]. (2) Given the reactants [CH3:1][C:2]1([CH3:18])[CH2:7][CH2:6][CH2:5][O:4][C@H:3]1[C:8]1[CH:16]=[CH:15][CH:14]=[C:13]2[C:9]=1[CH2:10][CH2:11][C@@H:12]2[OH:17].[CH3:19][O:20][C:21](=[O:33])[CH2:22][C@H:23]1[C:27]2[CH:28]=[CH:29][C:30](O)=[CH:31][C:26]=2[O:25][CH2:24]1, predict the reaction product. The product is: [CH3:19][O:20][C:21](=[O:33])[CH2:22][C@H:23]1[C:27]2[CH:28]=[CH:29][C:30]([O:17][C@H:12]3[C:13]4[C:9](=[C:8]([C@H:3]5[C:2]([CH3:18])([CH3:1])[CH2:7][CH2:6][CH2:5][O:4]5)[CH:16]=[CH:15][CH:14]=4)[CH2:10][CH2:11]3)=[CH:31][C:26]=2[O:25][CH2:24]1. (3) Given the reactants [CH:1]1[C:13]2[CH:12]([CH2:14][O:15][C:16]([NH:18][C@@H:19]([CH2:27][C:28]3[CH:29]=[N:30][C:31]([Br:34])=[CH:32][CH:33]=3)[C:20]([O:22]C(C)(C)C)=[O:21])=[O:17])[C:11]3[C:6](=[CH:7][CH:8]=[CH:9][CH:10]=3)[C:5]=2[CH:4]=[CH:3][CH:2]=1.[Cl-:35].[Ca+2].[Cl-], predict the reaction product. The product is: [ClH:35].[CH:10]1[C:11]2[CH:12]([CH2:14][O:15][C:16]([NH:18][CH:19]([CH2:27][C:28]3[CH:29]=[N:30][C:31]([Br:34])=[CH:32][CH:33]=3)[C:20]([OH:22])=[O:21])=[O:17])[C:13]3[C:5](=[CH:4][CH:3]=[CH:2][CH:1]=3)[C:6]=2[CH:7]=[CH:8][CH:9]=1. (4) Given the reactants [CH3:1][O:2][C:3]1[CH:8]=[CH:7][C:6]([S:9](Cl)(=[O:11])=[O:10])=[CH:5][C:4]=1[N:13]1[CH2:18][CH2:17][N:16](C(=O)C(F)(F)F)[CH2:15][CH2:14]1.[F:25][C:26]1[C:35]2[C:30](=[CH:31][CH:32]=[CH:33][CH:34]=2)[C:29]([Mg]Br)=[CH:28][CH:27]=1.[Cl-].[NH4+], predict the reaction product. The product is: [F:25][C:26]1[C:35]2[C:30](=[CH:31][CH:32]=[CH:33][CH:34]=2)[C:29]([S:9]([C:6]2[CH:7]=[CH:8][C:3]([O:2][CH3:1])=[C:4]([N:13]3[CH2:14][CH2:15][NH:16][CH2:17][CH2:18]3)[CH:5]=2)(=[O:10])=[O:11])=[CH:28][CH:27]=1.